From a dataset of Full USPTO retrosynthesis dataset with 1.9M reactions from patents (1976-2016). Predict the reactants needed to synthesize the given product. (1) Given the product [O:30]=[S:27]1(=[O:31])[CH2:28][CH2:29][CH:24]([O:1][C:2]2[CH:7]=[CH:6][C:5]([C:8]3[C:9]4[CH:17]=[C:16]([C:18]([O:20][CH3:21])=[O:19])[CH:15]=[CH:14][C:10]=4[S:11][C:12]=3[CH3:13])=[C:4]([CH3:22])[CH:3]=2)[CH2:25][CH2:26]1, predict the reactants needed to synthesize it. The reactants are: [OH:1][C:2]1[CH:7]=[CH:6][C:5]([C:8]2[C:9]3[CH:17]=[C:16]([C:18]([O:20][CH3:21])=[O:19])[CH:15]=[CH:14][C:10]=3[S:11][C:12]=2[CH3:13])=[C:4]([CH3:22])[CH:3]=1.O[CH:24]1[CH2:29][CH2:28][S:27](=[O:31])(=[O:30])[CH2:26][CH2:25]1.C1C=CC(P(C2C=CC=CC=2)C2C=CC=CC=2)=CC=1.C1C=CC(COC(/N=N/C(OCC2C=CC=CC=2)=O)=O)=CC=1. (2) Given the product [NH2:29][CH:21]([C:3]1[C:2]([F:1])=[C:7]([C:6]([F:20])=[CH:5][CH:4]=1)[O:8][C:9]1[CH:10]=[C:11]([NH:15][S:16]([CH3:19])(=[O:18])=[O:17])[CH:12]=[CH:13][CH:14]=1)[CH2:22][C:23]1[CH:24]=[CH:25][N:26]=[CH:27][CH:28]=1, predict the reactants needed to synthesize it. The reactants are: [F:1][C:2]1[C:7]([O:8][C:9]2[CH:14]=[CH:13][CH:12]=[C:11]([NH:15][S:16]([CH3:19])(=[O:18])=[O:17])[CH:10]=2)=[C:6]([F:20])[CH:5]=[CH:4][C:3]=1[CH:21]([NH:29][S@](C(C)(C)C)=O)[CH2:22][C:23]1[CH:28]=[CH:27][N:26]=[CH:25][CH:24]=1.Cl.